This data is from Forward reaction prediction with 1.9M reactions from USPTO patents (1976-2016). The task is: Predict the product of the given reaction. (1) Given the reactants [CH2:1]([O:3][C:4]#[CH:5])[CH3:2].[B]1OC2C(=CC=CC=2)O1.[F:15][C:16]1[CH:17]=[N:18][CH:19]=[C:20](I)[C:21]=1[NH2:22].[OH-].[Na+], predict the reaction product. The product is: [CH2:4]([O:3][CH:1]=[CH:2][C:20]1[CH:19]=[N:18][CH:17]=[C:16]([F:15])[C:21]=1[NH2:22])[CH3:5]. (2) Given the reactants [CH3:1][O:2][C:3]1[CH:4]=[C:5]([C:13]2[CH:18]=[C:17]([CH2:19][N:20]3[CH2:25][CH2:24][NH:23][CH2:22][CH2:21]3)[CH:16]=[CH:15][N:14]=2)[CH:6]=[C:7]([O:11][CH3:12])[C:8]=1[O:9][CH3:10].[CH3:26][O:27][C:28]1[CH:33]=[CH:32][C:31]([CH2:34][C:35]([Cl:37])=[O:36])=[CH:30][CH:29]=1, predict the reaction product. The product is: [ClH:37].[CH3:26][O:27][C:28]1[CH:33]=[CH:32][C:31]([CH2:34][C:35]([N:23]2[CH2:24][CH2:25][N:20]([CH2:19][C:17]3[CH:16]=[CH:15][N:14]=[C:13]([C:5]4[CH:6]=[C:7]([O:11][CH3:12])[C:8]([O:9][CH3:10])=[C:3]([O:2][CH3:1])[CH:4]=4)[CH:18]=3)[CH2:21][CH2:22]2)=[O:36])=[CH:30][CH:29]=1.[ClH:37]. (3) Given the reactants [O:1]1[CH2:6][CH2:5][CH2:4][CH2:3][CH:2]1[N:7]1[CH:11]=[C:10]([C:12]2[CH:17]=[CH:16][N:15]=[C:14]3[NH:18][CH:19]=[CH:20][C:13]=23)[C:9]([CH:21]=[O:22])=[N:8]1.[OH-].[K+].Cl.[CH3:26]O, predict the reaction product. The product is: [CH3:26][O:22][CH:21]1[C:20]2[C:13]3[C:14]([NH:18][CH:19]=2)=[N:15][CH:16]=[CH:17][C:12]=3[C:10]2[C:9]1=[N:8][N:7]([CH:2]1[CH2:3][CH2:4][CH2:5][CH2:6][O:1]1)[CH:11]=2. (4) Given the reactants C(Cl)(=O)C(Cl)=O.CS(C)=O.[OH:11][CH:12]([CH:14]([CH2:38][CH2:39][CH2:40][C:41]1[CH:46]=[CH:45][CH:44]=[CH:43][CH:42]=1)[C:15]([NH:17][CH:18]([C:20]1[C:21](=[O:37])[NH:22][C:23]([CH2:26][C:27]2[C:36]3[C:31](=[CH:32][CH:33]=[CH:34][CH:35]=3)[CH:30]=[CH:29][CH:28]=2)=[N:24][N:25]=1)[CH3:19])=[O:16])[CH3:13].C(N(C(C)C)C(C)C)C, predict the reaction product. The product is: [C:12]([CH:14]([CH2:38][CH2:39][CH2:40][C:41]1[CH:42]=[CH:43][CH:44]=[CH:45][CH:46]=1)[C:15]([NH:17][CH:18]([C:20]1[C:21](=[O:37])[NH:22][C:23]([CH2:26][C:27]2[C:36]3[C:31](=[CH:32][CH:33]=[CH:34][CH:35]=3)[CH:30]=[CH:29][CH:28]=2)=[N:24][N:25]=1)[CH3:19])=[O:16])(=[O:11])[CH3:13]. (5) Given the reactants [CH:1]1([CH2:8][CH2:9][NH:10][C:11](=[O:59])[C@H:12]([CH3:58])[C@H:13]([C@@H:16]2[CH2:20][CH2:19][CH2:18][N:17]2[C:21](=[O:57])[CH2:22][C@@H:23]([O:55][CH3:56])[C@@H:24]([N:29]([CH3:54])[C:30](=[O:53])[C@H:31]([CH:50]([CH3:52])[CH3:51])[NH:32]C(OCC2C3C=CC=CC=3C3C2=CC=CC=3)=O)[C@@H:25]([CH3:28])[CH2:26][CH3:27])[O:14][CH3:15])[CH:7]=[CH:6][CH:5]=[CH:4][CH:3]=[CH:2]1.C(NCC)C, predict the reaction product. The product is: [CH:1]1([CH2:8][CH2:9][NH:10][C:11](=[O:59])[C@H:12]([CH3:58])[C@H:13]([C@@H:16]2[CH2:20][CH2:19][CH2:18][N:17]2[C:21](=[O:57])[CH2:22][C@@H:23]([O:55][CH3:56])[C@@H:24]([N:29]([CH3:54])[C:30](=[O:53])[C@H:31]([CH:50]([CH3:51])[CH3:52])[NH2:32])[C@@H:25]([CH3:28])[CH2:26][CH3:27])[O:14][CH3:15])[CH:7]=[CH:6][CH:5]=[CH:4][CH:3]=[CH:2]1. (6) Given the reactants [CH3:1][O:2][C:3](=[O:20])[C:4]1[CH:9]=[C:8]([N:10]2[CH:15]=[CH:14][CH:13]=[CH:12][C:11]2=[O:16])[CH:7]=[CH:6][C:5]=1[N+:17]([O-])=O.C(O)(=O)C, predict the reaction product. The product is: [CH3:1][O:2][C:3](=[O:20])[C:4]1[CH:9]=[C:8]([N:10]2[CH:15]=[CH:14][CH:13]=[CH:12][C:11]2=[O:16])[CH:7]=[CH:6][C:5]=1[NH2:17]. (7) Given the reactants [Br:1][C:2]1[CH:3]=[C:4]2[N:10]=[CH:9][N:8]([C:11]3[CH:12]=[C:13]([NH2:25])[CH:14]=[C:15]([C:17]4[CH:22]=[CH:21][C:20]([F:23])=[CH:19][C:18]=4[F:24])[CH:16]=3)[C:5]2=[N:6][CH:7]=1.N1C=CC=CC=1.[CH3:32][S:33](Cl)(=[O:35])=[O:34], predict the reaction product. The product is: [Br:1][C:2]1[CH:3]=[C:4]2[N:10]=[CH:9][N:8]([C:11]3[CH:12]=[C:13]([NH:25][S:33]([CH3:32])(=[O:35])=[O:34])[CH:14]=[C:15]([C:17]4[CH:22]=[CH:21][C:20]([F:23])=[CH:19][C:18]=4[F:24])[CH:16]=3)[C:5]2=[N:6][CH:7]=1.